From a dataset of Full USPTO retrosynthesis dataset with 1.9M reactions from patents (1976-2016). Predict the reactants needed to synthesize the given product. (1) Given the product [Br:16][C:9]1[CH:10]=[C:5]([S:2]([CH3:1])(=[O:3])=[O:4])[CH:6]=[CH:7][C:8]=1[OH:11], predict the reactants needed to synthesize it. The reactants are: [CH3:1][S:2]([C:5]1[CH:10]=[CH:9][C:8]([OH:11])=[CH:7][CH:6]=1)(=[O:4])=[O:3].C(O)(=O)C.[Br:16]Br.C([O-])(O)=O.[Na+]. (2) Given the product [Br:1][C:2]1[C:6]2[NH:7][C:8]3([CH2:12][CH2:36][CH2:31][CH2:32][CH2:13]3)[NH:9][C:10](=[O:11])[C:5]=2[S:4][C:3]=1[C:14]1[CH:15]=[N:16][NH:17][CH:18]=1, predict the reactants needed to synthesize it. The reactants are: [Br:1][C:2]1[C:6]2[NH:7][C:8]([CH3:13])([CH3:12])[NH:9][C:10](=[O:11])[C:5]=2[S:4][C:3]=1[C:14]1[CH:15]=[N:16][NH:17][CH:18]=1.Cl.C([O-])(O)=O.[Na+].[O-]S([O-])(=O)=O.[Mg+2].[C:31]1(=O)[CH2:36]CCC[CH2:32]1.CC1C=CC(S(O)(=O)=O)=CC=1. (3) Given the product [CH2:31]([NH:2][CH2:3][C:4]1[CH:5]=[CH:6][C:7]([NH:10]/[C:11](=[C:18]2\[C:19](=[O:30])[NH:20][C:21]3[C:26]\2=[CH:25][C:24]([N+:27]([O-:29])=[O:28])=[CH:23][CH:22]=3)/[C:12]2[CH:13]=[CH:14][CH:15]=[CH:16][CH:17]=2)=[CH:8][CH:9]=1)[CH3:32], predict the reactants needed to synthesize it. The reactants are: Cl.[NH2:2][CH2:3][C:4]1[CH:9]=[CH:8][C:7]([NH:10]/[C:11](=[C:18]2\[C:19](=[O:30])[NH:20][C:21]3[C:26]\2=[CH:25][C:24]([N+:27]([O-:29])=[O:28])=[CH:23][CH:22]=3)/[C:12]2[CH:17]=[CH:16][CH:15]=[CH:14][CH:13]=2)=[CH:6][CH:5]=1.[CH:31](=O)[CH3:32].C([BH3-])#N.[Na+]. (4) Given the product [Si:21]([O:20][C@H:14]1[C:15](=[O:16])[C:8]2[CH2:7][CH2:6][N:5]3[CH:11]=[C:2]([CH3:1])[N:3]=[C:4]3[C:9]=2[NH:12][C@@H:13]1[C:28]1[CH:29]=[CH:30][CH:31]=[CH:32][CH:33]=1)([C:24]([CH3:27])([CH3:26])[CH3:25])([CH3:23])[CH3:22], predict the reactants needed to synthesize it. The reactants are: [CH3:1][C:2]1[N:3]=[C:4]2[C:9](=O)[CH2:8][CH2:7][CH2:6][N:5]2[CH:11]=1.[NH2:12][C@H:13]([C:28]1[CH:33]=[CH:32][CH:31]=[CH:30][CH:29]=1)[C@@H:14]([O:20][Si:21]([C:24]([CH3:27])([CH3:26])[CH3:25])([CH3:23])[CH3:22])[C:15](OCC)=[O:16].O.C1(C)C=CC(S(O)(=O)=O)=CC=1.C([N-]C(C)C)(C)C.[Li+]. (5) Given the product [F:52][C:51]([F:54])([F:53])[C:48]1[O:47][C:46]([CH2:45][N:1]2[C:9]3[C:4](=[CH:5][CH:6]=[CH:7][CH:8]=3)[C@:3]3([C:21]4[C:12](=[CH:13][C:14]5[O:19][CH2:18][CH2:17][O:16][C:15]=5[CH:20]=4)[O:11][CH2:10]3)[C:2]2=[O:22])=[CH:50][CH:49]=1, predict the reactants needed to synthesize it. The reactants are: [NH:1]1[C:9]2[C:4](=[CH:5][CH:6]=[CH:7][CH:8]=2)[C:3]2([C:21]3[C:12](=[CH:13][C:14]4[O:19][CH2:18][CH2:17][O:16][C:15]=4[CH:20]=3)[O:11][CH2:10]2)[C:2]1=[O:22].N1C2C(=CC=CC=2)C2(COC3C=C4C(=CC2=3)CCO4)C1=O.Br[CH2:45][C:46]1[O:47][C:48]([C:51]([F:54])([F:53])[F:52])=[CH:49][CH:50]=1.BrCC1CCCCO1. (6) Given the product [Cl:21][C:18]1[CH:19]=[CH:20][C:15]([C@@H:9]2[O:8][C@H:7]([CH2:32][S:33][C:34]3[CH:39]=[C:38]([NH:40][C:50](=[O:51])[CH3:49])[CH:37]=[CH:36][C:35]=3[F:41])[C@@H:6]([OH:42])[C@H:5]([OH:4])[C@H:10]2[OH:11])=[CH:16][C:17]=1[CH2:22][C:23]1[CH:28]=[CH:27][C:26]([O:29][CH2:30][CH3:31])=[CH:25][CH:24]=1, predict the reactants needed to synthesize it. The reactants are: C([O:4][C@@H:5]1[C@@H:10]([O:11]C(=O)C)[C@H:9]([C:15]2[CH:20]=[CH:19][C:18]([Cl:21])=[C:17]([CH2:22][C:23]3[CH:28]=[CH:27][C:26]([O:29][CH2:30][CH3:31])=[CH:25][CH:24]=3)[CH:16]=2)[O:8][C@H:7]([CH2:32][S:33][C:34]2[CH:39]=[C:38]([NH2:40])[CH:37]=[CH:36][C:35]=2[F:41])[C@H:6]1[O:42]C(=O)C)(=O)C.[OH-].[Li+].C1C[O:51][CH2:50][CH2:49]1.CO.O.